From a dataset of Reaction yield outcomes from USPTO patents with 853,638 reactions. Predict the reaction yield, written as a fraction of the theoretical maximum amount of product (1.0 means a 100% yield; for example, 0.34 means a 34% yield). (1) The reactants are [CH3:1][C:2]1[CH:7]=[C:6]([C:8]#[C:9][Si](C)(C)C)[CH:5]=[CH:4][C:3]=1[CH2:14][O:15][Si](C)(C)C.C(=O)([O-])[O-].[K+].[K+]. The catalyst is CO. The product is [C:8]([C:6]1[CH:5]=[CH:4][C:3]([CH2:14][OH:15])=[C:2]([CH3:1])[CH:7]=1)#[CH:9]. The yield is 0.340. (2) The yield is 0.463. The reactants are [CH3:1][C:2]1[CH:7]=[C:6]([OH:8])[C:5]([CH3:9])=[CH:4][C:3]=1[C:10]1[CH2:15][CH:14]([C:16]2[CH:21]=[C:20]([CH3:22])[C:19]([OH:23])=[CH:18][C:17]=2[CH3:24])[CH2:13][CH2:12][CH:11]=1.CC(C1C=CC=CC=1)=C. The product is [CH3:24][C:17]1[CH:18]=[C:19]([OH:23])[C:20]([CH3:22])=[CH:21][C:16]=1[C:14]1[CH:13]=[CH:12][CH:11]=[C:10]([C:3]2[CH:4]=[C:5]([CH3:9])[C:6]([OH:8])=[CH:7][C:2]=2[CH3:1])[CH:15]=1. The catalyst is C(C(C)=O)C(C)C.[C].[Pd]. (3) The reactants are [CH3:1][C:2]1[C:7]([CH3:8])=[CH:6][CH:5]=[CH:4][C:3]=1[NH:9][NH2:10].Cl[CH2:12][CH2:13][N:14]=[C:15]=[S:16].[OH-].[Na+]. The catalyst is C(OCC)C. The product is [S:16]1[CH2:12][CH2:13][N:14]=[C:15]1[NH:10][NH:9][C:3]1[CH:4]=[CH:5][CH:6]=[C:7]([CH3:8])[C:2]=1[CH3:1]. The yield is 0.680. (4) The reactants are [NH2:1][C:2]1[CH:10]=[CH:9][CH:8]=[C:4]([C:5]([OH:7])=O)[C:3]=1[C:11]([OH:13])=O.[NH2:14][CH:15]1[CH2:20][CH2:19][CH2:18][NH:17][C:16]1=[O:21]. The catalyst is CN(C=O)C. The product is [NH2:1][C:2]1[CH:10]=[CH:9][CH:8]=[C:4]2[C:3]=1[C:11](=[O:13])[N:14]([CH:15]1[CH2:20][CH2:19][CH2:18][NH:17][C:16]1=[O:21])[C:5]2=[O:7]. The yield is 0.350. (5) The reactants are [CH3:1][O:2][C:3](=[O:20])[CH2:4][CH:5]([NH2:19])[C:6]1[CH:11]=[CH:10][C:9]([O:12][CH:13]([F:15])[F:14])=[C:8]([O:16][CH2:17][CH3:18])[CH:7]=1.C([O:23][C:24](=O)[C:25]1[C:30]([N+:31]([O-:33])=[O:32])=[CH:29][CH:28]=[CH:27][C:26]=1[CH2:34]Br)C.C(N(CC)CC)C. The catalyst is CN(C=O)C. The product is [CH3:1][O:2][C:3](=[O:20])[CH2:4][CH:5]([C:6]1[CH:11]=[CH:10][C:9]([O:12][CH:13]([F:14])[F:15])=[C:8]([O:16][CH2:17][CH3:18])[CH:7]=1)[N:19]1[CH2:34][C:26]2[C:25](=[C:30]([N+:31]([O-:33])=[O:32])[CH:29]=[CH:28][CH:27]=2)[C:24]1=[O:23]. The yield is 0.810.